This data is from Experimentally validated miRNA-target interactions with 360,000+ pairs, plus equal number of negative samples. The task is: Binary Classification. Given a miRNA mature sequence and a target amino acid sequence, predict their likelihood of interaction. (1) The miRNA is hsa-miR-516b-3p with sequence UGCUUCCUUUCAGAGGGU. The protein sequence of the target gene is MGEPSREEYKIQSFDAETQQLLKTALKDPGAVDLEKVANVIVDHSLQDCVFSKEAGRMCYAIIQAESKQAGQSVFRRGLLNRLQQEYQAREQLRARSLQGWVCYVTFICNIFDYLRVNNMPMMALVNPVYDCLFRLAQPDSLSKEEEVDCLVLQLHRVGEQLEKMNGQRMDELFVLIRDGFLLPTGLSSLAQLLLLEIIEFRAAGWKTTPAAHKYYYSEVSD. Result: 0 (no interaction). (2) The miRNA is hsa-miR-1255a with sequence AGGAUGAGCAAAGAAAGUAGAUU. The protein sequence of the target gene is MELQPPEASIAVVSIPRQLPGSHSEAGVQGLSAGDDSELGSHCVAQTGLELLASGDPLPSASQNAEMIETGSDCVTQAGLQLLASSDPPALASKNAEVTGTMSQDTEVDMKEVELNELEPEKQPMNAASGAAMSLAGAEKNGLVKIKVAEDEAEAAAAAKFTGLSKEELLKVAGSPGWVRTRWALLLLFWLGWLGMLAGAVVIIVRAPRCRELPAQKWWHTGALYRIGDLQAFQGHGAGNLAGLKGRLDYLSSLKVKGLVLGPIHKNQKDDVAQTDLLQIDPNFGSKEDFDSLLQSAKKK.... Result: 0 (no interaction). (3) The miRNA is rno-miR-375-3p with sequence UUUGUUCGUUCGGCUCGCGUGA. The protein sequence of the target gene is MCVRSCFQSPRLQWVWRTAFLKHTQRRHQGSHRWTHLGGSTYRAVIFDMGGVLIPSPGRVAAEWEVQNRIPSGTILKALMEGGENGPWMRFMRAEITAEGFLREFGRLCSEMLKTSVPVDSFFSLLTSERVAKQFPVMTEAITQIRAKGLQTAVLSNNFYLPNQKSFLPLDRKQFDVIVESCMEGICKPDPRIYKLCLEQLGLQPSESIFLDDLGTNLKEAARLGIHTIKVNDPETAVKELEALLGFTLRVGVPNTRPVKKTMEIPKDSLQKYLKDLLGIQTTGPLELLQFDHGQSNPTY.... Result: 0 (no interaction). (4) The miRNA is hsa-miR-215-5p with sequence AUGACCUAUGAAUUGACAGAC. The protein sequence of the target gene is MCSAGELLRGGDGGERDEDGDALAEREAAGTGWDPGASPRRRGQRPKESEQDVEDSQNHTGEPVGDDYKKMGTLFGELNKNLINMGFTRMYFGERIVEPVIVIFFWVMLWFLGLQALGLVAVLCLVIIYVQQ. Result: 1 (interaction). (5) The miRNA is hsa-miR-548v with sequence AGCUACAGUUACUUUUGCACCA. The protein sequence of the target gene is MEPSHKDAETAAAAAAVAAADPRGASSSSGVVVQVREKKGPLRAAIPYMPFPVAVICLFLNTFVPGLGTFVSAFTVLCGARTDLPDRHVCCVFWLNIAAALIQILTAIVMVGWIMSIFWGMDMVILAISQGYKEQGIPQQL. Result: 1 (interaction). (6) The protein sequence of the target gene is MGQGPRSPHKVGRRFPAGGKRGRGAKGSGRPLPGRKRQPWPPPDGRSEPAPDSHPHLSPEALGYFRRALSALKEAPETGEERDLMVHNIMKEVETQALALSTNRTGSEMLQELLGFSPLKPLCRVWAALRSNLRTVACHRCGVHVLQSALLQLPRLLGSAAEEEEEEEEDGKDGPTETLEELVLGLAAEVCDDFLVYCGDTHGSFVVRTLLQVLGGTILESERARPRGSQSSEAQKTPAQECKPADFEVPETFLNRLQDLSSSFLKDIAVFITDKISSFCLQVALQVLHRKLPQFCAHLC.... The miRNA is mmu-miR-582-3p with sequence UAACCUGUUGAACAACUGAAC. Result: 0 (no interaction). (7) The miRNA is hsa-miR-6780a-5p with sequence UUGGGAGGGAAGACAGCUGGAGA. The protein sequence of the target gene is MQALRHVVCALSGGVDSAVAALLLRRRGYQVTGVFMKNWDSLDEHGVCTADKDCEDAYRVCQILDIPFHQVSYVKEYWNDVFSDFLNEYEKGRTPNPDIVCNKHIKFSCFFHYAVDNLGADAIATGHYARTSLEDEEVFEQKHVKKPEGLFRNRFEVRNAVKLLQAADSFKDQTFFLSQVSQDALRRTIFPLGGLTKEFVKKIAAENRLHHVLQKKESMGMCFIGKRNFEHFLLQYLQPRPGHFISIEDNKVLGTHKGWFLYTLGQRANIGGLREPWYVVEKDSVKGDVFVAPRTDHPAL.... Result: 1 (interaction).